Dataset: Catalyst prediction with 721,799 reactions and 888 catalyst types from USPTO. Task: Predict which catalyst facilitates the given reaction. (1) Reactant: Br[CH2:2][C:3]([O:5][CH3:6])=[O:4].C(=O)([O-])[O-].[Cs+].[Cs+].[OH:13][C:14]1[CH:15]=[C:16]([CH:21]=[CH:22][C:23]=1[N+:24]([O-:26])=[O:25])[C:17]([O:19][CH3:20])=[O:18].O. Product: [CH3:6][O:5][C:3]([CH2:2][O:13][C:14]1[CH:15]=[C:16]([CH:21]=[CH:22][C:23]=1[N+:24]([O-:26])=[O:25])[C:17]([O:19][CH3:20])=[O:18])=[O:4]. The catalyst class is: 21. (2) Reactant: Cl[C:2]1[C:12]([C:13]#[N:14])=[CH:11][C:5]([C:6]([O:8][CH2:9][CH3:10])=[O:7])=[C:4]([CH3:15])[N:3]=1.[NH:16]1[CH2:19][CH:18]([NH:20][C:21](=[O:27])[O:22][C:23]([CH3:26])([CH3:25])[CH3:24])[CH2:17]1.CCN(C(C)C)C(C)C. Product: [C:23]([O:22][C:21]([NH:20][CH:18]1[CH2:17][N:16]([C:2]2[C:12]([C:13]#[N:14])=[CH:11][C:5]([C:6]([O:8][CH2:9][CH3:10])=[O:7])=[C:4]([CH3:15])[N:3]=2)[CH2:19]1)=[O:27])([CH3:26])([CH3:24])[CH3:25]. The catalyst class is: 26.